From a dataset of Full USPTO retrosynthesis dataset with 1.9M reactions from patents (1976-2016). Predict the reactants needed to synthesize the given product. (1) Given the product [CH2:9]([N:16]1[CH2:21][CH2:20][N:19]([C:2]2[C:7]([Cl:8])=[N:6][CH:5]=[CH:4][N:3]=2)[CH:18]([CH2:22][CH3:23])[CH2:17]1)[C:10]1[CH:11]=[CH:12][CH:13]=[CH:14][CH:15]=1, predict the reactants needed to synthesize it. The reactants are: Cl[C:2]1[C:7]([Cl:8])=[N:6][CH:5]=[CH:4][N:3]=1.[CH2:9]([N:16]1[CH2:21][CH2:20][NH:19][CH:18]([CH2:22][CH3:23])[CH2:17]1)[C:10]1[CH:15]=[CH:14][CH:13]=[CH:12][CH:11]=1.C([O-])([O-])=O.[K+].[K+]. (2) Given the product [CH2:33]([O:32][C@@H:4]([CH2:5][C:6]1[CH:11]=[CH:10][C:9]([O:12][CH2:13][C:14]2[S:18][C:17]([C:19]3[CH:20]=[CH:21][C:22]([C:25]([F:26])([F:27])[F:28])=[CH:23][CH:24]=3)=[N:16][C:15]=2[CH3:29])=[CH:8][C:7]=1[CH2:30][CH3:31])[C:3]([OH:35])=[O:2])[CH3:34], predict the reactants needed to synthesize it. The reactants are: C[O:2][C:3](=[O:35])[C@@H:4]([O:32][CH2:33][CH3:34])[CH2:5][C:6]1[CH:11]=[CH:10][C:9]([O:12][CH2:13][C:14]2[S:18][C:17]([C:19]3[CH:24]=[CH:23][C:22]([C:25]([F:28])([F:27])[F:26])=[CH:21][CH:20]=3)=[N:16][C:15]=2[CH3:29])=[CH:8][C:7]=1[CH2:30][CH3:31].[Li+].[OH-]. (3) The reactants are: [CH2:1]([N:8]1[CH2:14][C:13]([NH:16]C(OC(C)(C)C)=O)([CH3:15])[C:10]2([CH2:12][CH2:11]2)[C:9]1=[O:24])[C:2]1[CH:7]=[CH:6][CH:5]=[CH:4][CH:3]=1.Cl.O. Given the product [NH2:16][C:13]1([CH3:15])[C:10]2([CH2:12][CH2:11]2)[C:9](=[O:24])[N:8]([CH2:1][C:2]2[CH:7]=[CH:6][CH:5]=[CH:4][CH:3]=2)[CH2:14]1, predict the reactants needed to synthesize it. (4) Given the product [F:1][C:2]1[CH:9]=[CH:8][C:5]([CH2:6][NH:7][C:27]([NH:26][C:5]2[C:6]3[NH:7][C:18](=[O:24])[O:19][C:20]=3[CH:2]=[CH:3][CH:4]=2)=[O:28])=[C:4]([C:10]([F:11])([F:12])[F:13])[CH:3]=1, predict the reactants needed to synthesize it. The reactants are: [F:1][C:2]1[CH:9]=[CH:8][C:5]([CH2:6][NH2:7])=[C:4]([C:10]([F:13])([F:12])[F:11])[CH:3]=1.ClC(Cl)(O[C:18](=[O:24])[O:19][C:20](Cl)(Cl)Cl)Cl.[N-:26]=[C:27]=[O:28]. (5) Given the product [CH3:18][O:17][C:14]1[CH:13]=[CH:12][C:11]([CH2:10][N:7]2[CH2:8][CH2:9][C:4]3[C:1]([CH3:2])=[N:29][N:28]([C:27]4[CH:22]=[CH:23][C:24]([S:30]([NH2:33])(=[O:32])=[O:31])=[CH:25][CH:26]=4)[C:5]=3[C:6]2=[O:19])=[CH:16][CH:15]=1, predict the reactants needed to synthesize it. The reactants are: [C:1]([C:4]1[CH2:9][CH2:8][N:7]([CH2:10][C:11]2[CH:16]=[CH:15][C:14]([O:17][CH3:18])=[CH:13][CH:12]=2)[C:6](=[O:19])[C:5]=1OC)(=O)[CH3:2].[CH:22]1[C:27]([NH:28][NH2:29])=[CH:26][CH:25]=[C:24]([S:30]([NH2:33])(=[O:32])=[O:31])[CH:23]=1.Cl.